Task: Predict the product of the given reaction.. Dataset: Forward reaction prediction with 1.9M reactions from USPTO patents (1976-2016) (1) Given the reactants S(O[CH2:6][CH2:7][CH2:8][CH2:9][CH:10]1[C:18]2[C:13](=[CH:14][CH:15]=[CH:16][CH:17]=2)[NH:12][C:11]1=[O:19])(C)(=O)=O.[Cl:20][C:21]1[CH:22]=[C:23]([N:27]2[CH2:32][CH2:31][NH:30][CH2:29][CH2:28]2)[CH:24]=[CH:25][CH:26]=1, predict the reaction product. The product is: [Cl:20][C:21]1[CH:22]=[C:23]([N:27]2[CH2:32][CH2:31][N:30]([CH2:6][CH2:7][CH2:8][CH2:9][CH:10]3[C:18]4[C:13](=[CH:14][CH:15]=[CH:16][CH:17]=4)[NH:12][C:11]3=[O:19])[CH2:29][CH2:28]2)[CH:24]=[CH:25][CH:26]=1. (2) Given the reactants [C:1]([O:5][C:6](=[O:26])[N:7]([CH3:25])[C@H:8]([C:10](=[O:24])[NH:11][C@@H:12]1[C:18](=[O:19])[NH:17][C:16]2[CH:20]=[CH:21][CH:22]=[CH:23][C:15]=2[NH:14][CH2:13]1)[CH3:9])([CH3:4])([CH3:3])[CH3:2].[C:27]([CH2:30][CH2:31][CH2:32][C:33](O)=[O:34])(=[O:29])[CH3:28].O=P(Cl)(Cl)Cl, predict the reaction product. The product is: [C:1]([O:5][C:6](=[O:26])[N:7]([CH3:25])[C@H:8]([C:10](=[O:24])[NH:11][C@H:12]1[CH2:13][N:14]([C:33](=[O:34])[CH2:32][CH2:31][CH2:30][C:27](=[O:29])[CH3:28])[C:15]2[CH:23]=[CH:22][CH:21]=[CH:20][C:16]=2[NH:17][C:18]1=[O:19])[CH3:9])([CH3:4])([CH3:2])[CH3:3]. (3) The product is: [Cl:38][C:34]1[C:30]2[NH:57][C:55](=[O:54])[N:28]([CH:25]3[CH2:24][CH2:23][NH:22][CH2:27][CH2:26]3)[C:29]=2[CH:37]=[CH:36][CH:35]=1. Given the reactants C(O[BH-](OC(=O)C)OC(=O)C)(=O)C.[Na+].C(OC([N:22]1[CH2:27][CH2:26][CH:25]([NH:28][C:29]2[CH:37]=[CH:36][CH:35]=[C:34]([Cl:38])[C:30]=2C(O)=O)[CH2:24][CH2:23]1)=O)(C)(C)C.NC1C=CC=C(Cl)C=1C(O)=O.C([O:54][C:55]([N:57]1CCC(=O)CC1)=O)(C)(C)C, predict the reaction product. (4) Given the reactants [C:1]([C:3]1[CH:4]=[C:5]([C:13]([O:15][NH:16][C:17](=[NH:44])[C:18]2[N:19]=[CH:20][C:21]([CH2:37][CH2:38][C:39]([O:41][CH2:42][CH3:43])=[O:40])=[C:22]3[CH:26]=[CH:25][N:24](S(C4C=CC(C)=CC=4)(=O)=O)[C:23]=23)=O)[CH:6]=[CH:7][C:8]=1[O:9][CH:10]([CH3:12])[CH3:11])#[N:2].CCCC[N+](CCCC)(CCCC)CCCC.[F-], predict the reaction product. The product is: [C:1]([C:3]1[CH:4]=[C:5]([C:13]2[O:15][N:16]=[C:17]([C:18]3[N:19]=[CH:20][C:21]([CH2:37][CH2:38][C:39]([O:41][CH2:42][CH3:43])=[O:40])=[C:22]4[CH:26]=[CH:25][NH:24][C:23]=34)[N:44]=2)[CH:6]=[CH:7][C:8]=1[O:9][CH:10]([CH3:12])[CH3:11])#[N:2]. (5) Given the reactants C(=O)([O-])O.[Na+].[NH:6]1[CH2:11][CH2:10][C:9]2([C:19]3[C:14](=[CH:15][CH:16]=[CH:17][CH:18]=3)[CH2:13][C@@H:12]2[O:20][CH2:21][C:22]([O:24][CH2:25][CH3:26])=[O:23])[CH2:8][CH2:7]1.CS(O[CH2:32][CH2:33][C@:34]1([C:55]2[CH:60]=[CH:59][C:58]([F:61])=[CH:57][CH:56]=2)[O:38][CH2:37][N:36]([C:39](=[O:54])[C:40]2[CH:45]=[C:44]([C:46]([F:49])([F:48])[F:47])[CH:43]=[C:42]([C:50]([F:53])([F:52])[F:51])[CH:41]=2)[CH2:35]1)(=O)=O, predict the reaction product. The product is: [F:52][C:50]([F:51])([F:53])[C:42]1[CH:41]=[C:40]([CH:45]=[C:44]([C:46]([F:49])([F:47])[F:48])[CH:43]=1)[C:39]([N:36]1[CH2:35][C@@:34]([CH2:33][CH2:32][N:6]2[CH2:11][CH2:10][C:9]3([C:19]4[C:14](=[CH:15][CH:16]=[CH:17][CH:18]=4)[CH2:13][C@@H:12]3[O:20][CH2:21][C:22]([O:24][CH2:25][CH3:26])=[O:23])[CH2:8][CH2:7]2)([C:55]2[CH:56]=[CH:57][C:58]([F:61])=[CH:59][CH:60]=2)[O:38][CH2:37]1)=[O:54]. (6) Given the reactants [Cl:1][C:2]1[CH:3]=[C:4]([C:10]([C:19]2[N:23](COCC[Si](C)(C)C)[C:22]([C:32]3[CH:37]=[CH:36][CH:35]=[CH:34][N:33]=3)=[N:21][C:20]=2[Cl:38])(O)[CH2:11][CH:12]2[CH2:17][CH2:16][O:15][CH2:14][CH2:13]2)[CH:5]=[CH:6][C:7]=1[S:8][CH3:9].Cl.C(=O)([O-])O.[Na+], predict the reaction product. The product is: [Cl:38][C:20]1[N:21]=[C:22]([C:32]2[CH:37]=[CH:36][CH:35]=[CH:34][N:33]=2)[NH:23][C:19]=1/[C:10](/[C:4]1[CH:5]=[CH:6][C:7]([S:8][CH3:9])=[C:2]([Cl:1])[CH:3]=1)=[CH:11]/[CH:12]1[CH2:17][CH2:16][O:15][CH2:14][CH2:13]1. (7) Given the reactants [O:1]1[CH2:5][CH2:4][CH2:3][CH:2]1[CH2:6][NH2:7].[Cl:8][C:9]1[CH:10]=[C:11]([CH:27]=[CH:28][CH:29]=1)[CH2:12][C:13]1[C:14]([CH3:26])=[N:15][C:16]2[N:17]([N:20]=[CH:21][C:22]=2[C:23](O)=[O:24])[C:18]=1[CH3:19], predict the reaction product. The product is: [Cl:8][C:9]1[CH:10]=[C:11]([CH:27]=[CH:28][CH:29]=1)[CH2:12][C:13]1[C:14]([CH3:26])=[N:15][C:16]2[N:17]([N:20]=[CH:21][C:22]=2[C:23]([NH:7][CH2:6][CH:2]2[CH2:3][CH2:4][CH2:5][O:1]2)=[O:24])[C:18]=1[CH3:19].